Task: Predict the product of the given reaction.. Dataset: Forward reaction prediction with 1.9M reactions from USPTO patents (1976-2016) (1) Given the reactants [Cl:1][C:2]1[CH:3]=[C:4]([NH:19][C:20]2[C:30]3[CH:29]=[C:28]([C:31]([OH:33])=O)[CH2:27][CH2:26][NH:25][C:24]=3[N:23]=[CH:22][N:21]=2)[CH:5]=[CH:6][C:7]=1[O:8][C:9]1[CH:14]=[CH:13][CH:12]=[C:11]([C:15]([F:18])([F:17])[F:16])[CH:10]=1.Cl.[NH2:35][CH2:36][CH2:37][O:38][CH:39]([CH2:42][O:43][CH3:44])[CH2:40][OH:41].ON1C2C=CC=CC=2N=N1.Cl.C(N=C=NCCCN(C)C)C, predict the reaction product. The product is: [F:16][C:15]([F:18])([F:17])[C:11]1[CH:10]=[C:9]([CH:14]=[CH:13][CH:12]=1)[O:8][C:7]1[CH:6]=[CH:5][C:4]([NH:19][C:20]2[C:30]3[CH:29]=[C:28]([C:31]([NH:35][CH2:36][CH2:37][O:38][CH:39]([CH2:42][O:43][CH3:44])[CH2:40][OH:41])=[O:33])[CH2:27][CH2:26][NH:25][C:24]=3[N:23]=[CH:22][N:21]=2)=[CH:3][C:2]=1[Cl:1]. (2) The product is: [OH:8][CH2:9][C:10]1[N:11]([CH2:19][CH2:20][C:21]([O:23][CH3:24])=[O:22])[C:12]2[C:17]([CH:18]=1)=[CH:16][CH:15]=[CH:14][CH:13]=2. Given the reactants [Si]([O:8][CH2:9][C:10]1[N:11]([CH2:19][CH2:20][C:21]([O:23][CH3:24])=[O:22])[C:12]2[C:17]([CH:18]=1)=[CH:16][CH:15]=[CH:14][CH:13]=2)(C(C)(C)C)(C)C.[F-].C([N+](CCCC)(CCCC)CCCC)CCC, predict the reaction product. (3) Given the reactants [Cl:1][C:2]1[CH:3]=[N:4][C:5]([CH3:11])=[C:6]([CH:10]=1)[C:7](O)=[O:8].C(Cl)[Cl:13].C(Cl)(=O)C(Cl)=O, predict the reaction product. The product is: [Cl:1][C:2]1[CH:3]=[N:4][C:5]([CH3:11])=[C:6]([CH:10]=1)[C:7]([Cl:13])=[O:8]. (4) Given the reactants [CH2:1]([O:13][C:14]1[CH:19]=[CH:18][C:17](I)=[CH:16][CH:15]=1)[CH2:2][CH2:3][CH2:4][CH2:5][CH2:6][CH2:7][CH2:8][CH2:9][CH2:10][CH2:11][CH3:12].C1(P(C2C=CC=CC=2)C2C=CC=CC=2)C=CC=CC=1.[CH3:40][Si:41]([C:44]#[CH:45])([CH3:43])[CH3:42].[NH4+].[Cl-], predict the reaction product. The product is: [CH2:1]([O:13][C:14]1[CH:19]=[CH:18][C:17]([C:45]#[C:44][Si:41]([CH3:43])([CH3:42])[CH3:40])=[CH:16][CH:15]=1)[CH2:2][CH2:3][CH2:4][CH2:5][CH2:6][CH2:7][CH2:8][CH2:9][CH2:10][CH2:11][CH3:12].